This data is from Peptide-MHC class I binding affinity with 185,985 pairs from IEDB/IMGT. The task is: Regression. Given a peptide amino acid sequence and an MHC pseudo amino acid sequence, predict their binding affinity value. This is MHC class I binding data. (1) The peptide sequence is AEWDRVHPV. The MHC is HLA-A24:02 with pseudo-sequence HLA-A24:02. The binding affinity (normalized) is 0. (2) The peptide sequence is FVTISKDNL. The MHC is HLA-A02:06 with pseudo-sequence HLA-A02:06. The binding affinity (normalized) is 0.310. (3) The peptide sequence is RPRLHSISF. The MHC is HLA-B15:17 with pseudo-sequence HLA-B15:17. The binding affinity (normalized) is 0.0847.